Dataset: Forward reaction prediction with 1.9M reactions from USPTO patents (1976-2016). Task: Predict the product of the given reaction. (1) Given the reactants I(C1C=CC=CC=1C(O)=O)(=O)=O.[F:13][C:14]([F:30])([F:29])[O:15][C:16]1[CH:21]=[CH:20][C:19]([C:22]2[S:23][CH:24]=[C:25]([CH2:27][OH:28])[N:26]=2)=[CH:18][CH:17]=1.O, predict the reaction product. The product is: [F:30][C:14]([F:13])([F:29])[O:15][C:16]1[CH:21]=[CH:20][C:19]([C:22]2[S:23][CH:24]=[C:25]([CH:27]=[O:28])[N:26]=2)=[CH:18][CH:17]=1. (2) Given the reactants [CH:1](=C1C2C(C)(C)C(CS(O)(=O)=O)(CC2)C1=O)[C:2]1[CH:7]=[CH:6][C:5]([CH:8]=[C:9]2[CH:14]3[C:15]([CH3:17])([CH3:16])[C:11]([CH2:18]S(O)(=O)=O)([CH2:12][CH2:13]3)[C:10]2=[O:23])=[CH:4][CH:3]=1.C1C(C2NC3C(=C(S([O-])(=O)=O)C=C(S(O)(=O)=O)C=3)N=2)=CC=C(C2NC3C(=C(S([O-])(=O)=O)C=C(S(O)(=O)=O)C=3)N=2)C=1.[Na+].[Na+], predict the reaction product. The product is: [CH3:1][C:2]1[CH:3]=[CH:4][C:5]([CH:8]=[C:9]2[CH:14]3[C:15]([CH3:16])([CH3:17])[C:11]([CH3:18])([CH2:12][CH2:13]3)[C:10]2=[O:23])=[CH:6][CH:7]=1. (3) Given the reactants [CH3:1][O:2][C:3](=[O:27])[C:4]([NH:16]C(OCC1C=CC=CC=1)=O)=[CH:5][C:6]1[CH:7]=[C:8]2[C:12](=[C:13]([CH3:15])[CH:14]=1)[NH:11][N:10]=[CH:9]2, predict the reaction product. The product is: [CH3:1][O:2][C:3](=[O:27])[CH:4]([NH2:16])[CH2:5][C:6]1[CH:7]=[C:8]2[C:12](=[C:13]([CH3:15])[CH:14]=1)[NH:11][N:10]=[CH:9]2.